This data is from Forward reaction prediction with 1.9M reactions from USPTO patents (1976-2016). The task is: Predict the product of the given reaction. Given the reactants [C:1]([O:5][C:6]([N:8]1[CH2:12][CH2:11][CH2:10][C@@:9]1([CH3:16])[C:13]([OH:15])=O)=[O:7])([CH3:4])([CH3:3])[CH3:2].CCN(C(C)C)C(C)C.[CH3:26][C:27]1[CH:32]=[CH:31][CH:30]=[C:29]([NH2:33])[C:28]=1[NH2:34].CN(C(ON1N=NC2C=CC=NC1=2)=[N+](C)C)C.F[P-](F)(F)(F)(F)F, predict the reaction product. The product is: [NH2:34][C:28]1[C:27]([CH3:26])=[CH:32][CH:31]=[CH:30][C:29]=1[NH:33][C:13]([C@:9]1([CH3:16])[CH2:10][CH2:11][CH2:12][N:8]1[C:6]([O:5][C:1]([CH3:2])([CH3:3])[CH3:4])=[O:7])=[O:15].